Dataset: Forward reaction prediction with 1.9M reactions from USPTO patents (1976-2016). Task: Predict the product of the given reaction. (1) The product is: [F:18][C:19]1[C:20]([O:28][CH3:29])=[N:21][C:22]([O:26][CH3:27])=[C:23]([F:25])[C:24]=1[CH:9]=[O:8]. Given the reactants C(NC(C)C)(C)C.[O:8]1CCC[CH2:9]1.C([Li])CCC.[F:18][C:19]1[C:20]([O:28][CH3:29])=[N:21][C:22]([O:26][CH3:27])=[C:23]([F:25])[CH:24]=1, predict the reaction product. (2) The product is: [Br:1][C:2]1[CH:7]=[C:6]([S:8]([CH2:11][CH3:12])(=[O:10])=[O:9])[CH:5]=[CH:4][C:3]=1[O:20][CH3:18]. Given the reactants [Br:1][C:2]1[CH:7]=[C:6]([S:8]([CH2:11][CH3:12])(=[O:10])=[O:9])[CH:5]=[CH:4][C:3]=1F.C[O-].[Na+].O.[C:18](OCC)(=[O:20])C, predict the reaction product. (3) Given the reactants O.Cl.[CH3:3][C:4]1[C:9]([CH:10]([S:20][CH2:21][CH2:22][C:23]2([CH3:28])OCC[O:24]2)[C:11]2[C:16]([F:17])=[CH:15][CH:14]=[C:13]([F:18])[C:12]=2[F:19])=[CH:8][N:7]=[C:6]([C:29]([NH2:31])=[O:30])[CH:5]=1, predict the reaction product. The product is: [CH3:3][C:4]1[C:9]([CH:10]([S:20][CH2:21][CH2:22][C:23](=[O:24])[CH3:28])[C:11]2[C:16]([F:17])=[CH:15][CH:14]=[C:13]([F:18])[C:12]=2[F:19])=[CH:8][N:7]=[C:6]([C:29]([NH2:31])=[O:30])[CH:5]=1. (4) The product is: [NH2:11][C:5]1[C:4]([N+:14]([O-:16])=[O:15])=[CH:3][C:2]([CH3:1])=[CH:13][C:6]=1[C:7]([OH:9])=[O:8]. Given the reactants [CH3:1][C:2]1[CH:13]=[C:6]2[C:7]([O:9]C(=O)[NH:11][C:5]2=[C:4]([N+:14]([O-:16])=[O:15])[CH:3]=1)=[O:8].[OH-].[Na+].Cl, predict the reaction product. (5) Given the reactants C([O:4][C@H:5]1[C:9]2[N:10]=[CH:11][N:12]=[C:13]([N:14]3[CH2:19][CH2:18][N:17]([C:20]([O:22][C:23]([CH3:26])([CH3:25])[CH3:24])=[O:21])[CH2:16][CH2:15]3)[C:8]=2[C@H:7]([CH3:27])[CH2:6]1)(=O)C.[Li+].[OH-], predict the reaction product. The product is: [OH:4][C@H:5]1[C:9]2[N:10]=[CH:11][N:12]=[C:13]([N:14]3[CH2:19][CH2:18][N:17]([C:20]([O:22][C:23]([CH3:26])([CH3:25])[CH3:24])=[O:21])[CH2:16][CH2:15]3)[C:8]=2[C@H:7]([CH3:27])[CH2:6]1.